Dataset: Full USPTO retrosynthesis dataset with 1.9M reactions from patents (1976-2016). Task: Predict the reactants needed to synthesize the given product. Given the product [C:7]([CH:4]1[CH2:5][CH2:6][N:1]([C:24](=[O:26])[C@H:22]([NH:21][C:14]([C:56]2[C:54]3[C:53](=[N:52][CH:51]=[C:50]([C:48]4[CH:47]=[N:46][N:45]([CH2:43][CH3:44])[CH:49]=4)[N:55]=3)[NH:58][CH:57]=2)=[O:16])[CH3:23])[CH2:2][CH2:3]1)#[N:8], predict the reactants needed to synthesize it. The reactants are: [NH:1]1[CH2:6][CH2:5][CH:4]([C:7]#[N:8])[CH2:3][CH2:2]1.N1CCCC1.[C:14]([NH:21][C@@H:22]([C:24]([OH:26])=O)[CH3:23])([O:16]C(C)(C)C)=O.C(N[C@@H](C(O)=O)C(C)(C)C)(OC(C)(C)C)=O.[CH2:43]([N:45]1[CH:49]=[C:48]([C:50]2[N:55]=[C:54]3[C:56](C(O)=O)=[CH:57][N:58](COCC[Si](C)(C)C)[C:53]3=[N:52][CH:51]=2)[CH:47]=[N:46]1)[CH3:44].C1(C2N=C3C(C(O)=O)=CN(COCC[Si](C)(C)C)C3=NC=2)CC1.FC(F)(F)C(O)=O.